Dataset: Reaction yield outcomes from USPTO patents with 853,638 reactions. Task: Predict the reaction yield, written as a fraction of the theoretical maximum amount of product (1.0 means a 100% yield; for example, 0.34 means a 34% yield). (1) The catalyst is CN(C=O)C. The reactants are [F:1][C:2]1[C:3]([OH:12])=[C:4]([O:10][CH3:11])[CH:5]=[C:6]([CH:9]=1)[CH:7]=[O:8].I[CH3:14]. The yield is 0.930. The product is [F:1][C:2]1[CH:9]=[C:6]([CH:5]=[C:4]([O:10][CH3:11])[C:3]=1[O:12][CH3:14])[CH:7]=[O:8]. (2) The reactants are [BH4-].[Na+].[CH:3]1([C:6]2[CH:13]=[CH:12][C:9]([CH:10]=[O:11])=[CH:8][CH:7]=2)[CH2:5][CH2:4]1.Cl. The catalyst is C(O)C. The product is [CH:3]1([C:6]2[CH:7]=[CH:8][C:9]([CH2:10][OH:11])=[CH:12][CH:13]=2)[CH2:5][CH2:4]1. The yield is 0.790. (3) The reactants are [N+:1]([C:4]1[CH:5]=[CH:6][C:7]([N:10]2[CH2:15][CH2:14][NH:13][CH2:12][CH2:11]2)=[N:8][CH:9]=1)([O-:3])=[O:2].C(=O)([O-])[O-].[K+].[K+].Br[CH:23]([CH2:26][CH3:27])[CH2:24][CH3:25]. The catalyst is CN(C=O)C. The product is [CH2:24]([CH:23]([N:13]1[CH2:12][CH2:11][N:10]([C:7]2[CH:6]=[CH:5][C:4]([N+:1]([O-:3])=[O:2])=[CH:9][N:8]=2)[CH2:15][CH2:14]1)[CH2:26][CH3:27])[CH3:25]. The yield is 0.190. (4) The reactants are [N:1]1([CH2:6][C:7]2[CH:8]=[C:9]3[C:13](=[CH:14][CH:15]=2)[NH:12][C:11]2[C:16](=[O:20])[O:17][CH2:18][CH2:19][C:10]3=2)[CH:5]=[N:4][CH:3]=[N:2]1.Cl.CS(O)(=O)=O.[CH3:27][OH:28]. No catalyst specified. The product is [CH3:27][O:28][C:16]([C:11]1[NH:12][C:13]2[C:9]([C:10]=1[CH2:19][CH2:18][OH:17])=[CH:8][C:7]([CH2:6][N:1]1[CH:5]=[N:4][CH:3]=[N:2]1)=[CH:15][CH:14]=2)=[O:20]. The yield is 0.940. (5) The reactants are [CH3:1][O:2][C:3]1[CH:4]=[C:5]2[C:10](=[CH:11][C:12]=1[O:13][CH3:14])[N:9]=[CH:8][CH:7]=[C:6]2[O:15][C:16]1[C:22]([CH3:23])=[CH:21][C:19]([NH2:20])=[C:18]([CH3:24])[CH:17]=1.C(N(CC)CC)C.ClC(Cl)(O[C:36](=[O:42])OC(Cl)(Cl)Cl)Cl.[CH2:44]([N:51]1[CH2:56][CH2:55][CH:54]([NH2:57])[CH2:53][CH2:52]1)[C:45]1[CH:50]=[CH:49][CH:48]=[CH:47][CH:46]=1. The catalyst is C(Cl)(Cl)Cl.O. The product is [CH2:44]([N:51]1[CH2:56][CH2:55][CH:54]([NH:57][C:36]([NH:20][C:19]2[CH:21]=[C:22]([CH3:23])[C:16]([O:15][C:6]3[C:5]4[C:10](=[CH:11][C:12]([O:13][CH3:14])=[C:3]([O:2][CH3:1])[CH:4]=4)[N:9]=[CH:8][CH:7]=3)=[CH:17][C:18]=2[CH3:24])=[O:42])[CH2:53][CH2:52]1)[C:45]1[CH:46]=[CH:47][CH:48]=[CH:49][CH:50]=1. The yield is 0.740. (6) The reactants are Br[C:2]1[CH:7]=[CH:6][C:5]([N:8]2[C:16]3[C:11](=[CH:12][C:13]([O:17][S:18]([C:21]([F:24])([F:23])[F:22])(=[O:20])=[O:19])=[CH:14][CH:15]=3)[CH:10]=[CH:9]2)=[CH:4][CH:3]=1.[C:25]([Si:27]([CH3:30])([CH3:29])[CH3:28])#[CH:26]. The catalyst is N1CCCCC1.[Pd].C1(P(C2C=CC=CC=2)C2C=CC=CC=2)C=CC=CC=1.C1(P(C2C=CC=CC=2)C2C=CC=CC=2)C=CC=CC=1.C1(P(C2C=CC=CC=2)C2C=CC=CC=2)C=CC=CC=1.C1(P(C2C=CC=CC=2)C2C=CC=CC=2)C=CC=CC=1.[Cu]I. The product is [CH3:28][Si:27]([C:25]#[C:26][C:2]1[CH:7]=[CH:6][C:5]([N:8]2[C:16]3[C:11](=[CH:12][C:13]([O:17][S:18]([C:21]([F:23])([F:22])[F:24])(=[O:20])=[O:19])=[CH:14][CH:15]=3)[CH:10]=[CH:9]2)=[CH:4][CH:3]=1)([CH3:30])[CH3:29]. The yield is 0.380. (7) The reactants are [CH3:1][CH:2]1[CH2:7][CH2:6][N:5]([S:8]([C:11]2[CH:12]=[C:13]([CH:17]=[CH:18][CH:19]=2)[C:14]([OH:16])=[O:15])(=[O:10])=[O:9])[CH2:4][CH2:3]1.S(=O)(=O)(O)O.[CH3:25]O. No catalyst specified. The product is [CH3:1][CH:2]1[CH2:7][CH2:6][N:5]([S:8]([C:11]2[CH:12]=[C:13]([CH:17]=[CH:18][CH:19]=2)[C:14]([O:16][CH3:25])=[O:15])(=[O:10])=[O:9])[CH2:4][CH2:3]1. The yield is 0.750. (8) The catalyst is [Cu]I.CC(O)C. The reactants are [O-]P([O-])([O-])=O.[K+].[K+].[K+].[CH2:9]([NH2:16])[C:10]1[CH:15]=[CH:14][CH:13]=[CH:12][CH:11]=1.I[C:18]1[CH:26]=[CH:25][CH:24]=[CH:23][C:19]=1[C:20]([OH:22])=[O:21].C(O)CO. The yield is 0.710. The product is [CH2:9]([NH:16][C:18]1[CH:26]=[CH:25][CH:24]=[CH:23][C:19]=1[C:20]([OH:22])=[O:21])[C:10]1[CH:15]=[CH:14][CH:13]=[CH:12][CH:11]=1. (9) The reactants are [Br:1][C:2]1[CH:3]=[CH:4][C:5]([O:15][CH3:16])=[C:6]([C:8](=[O:14])[CH2:9][O:10]C(=O)C)[CH:7]=1. The catalyst is Cl. The product is [Br:1][C:2]1[CH:3]=[CH:4][C:5]([O:15][CH3:16])=[C:6]([C:8](=[O:14])[CH2:9][OH:10])[CH:7]=1. The yield is 0.830.